From a dataset of Forward reaction prediction with 1.9M reactions from USPTO patents (1976-2016). Predict the product of the given reaction. (1) Given the reactants Br[CH2:2][CH:3]1[O:8][C:7]2[CH:9]=[CH:10][CH:11]=[CH:12][C:6]=2[O:5][CH2:4]1.[F:13][C:14]1[CH:15]=[C:16]([CH:20]2[CH2:25][CH2:24][CH2:23][NH:22][CH2:21]2)[CH:17]=[CH:18][CH:19]=1.C(N(CC)CC)C, predict the reaction product. The product is: [O:8]1[C:7]2[CH:9]=[CH:10][CH:11]=[CH:12][C:6]=2[O:5][CH2:4][CH:3]1[CH2:2][N:22]1[CH2:23][CH2:24][CH2:25][CH:20]([C:16]2[CH:17]=[CH:18][CH:19]=[C:14]([F:13])[CH:15]=2)[CH2:21]1. (2) Given the reactants [NH2:1][C:2]1[CH:3]=[C:4]([CH:7]=[CH:8][C:9]=1[N:10]1[CH:14]=[CH:13][CH:12]=[CH:11]1)[C:5]#[N:6].Cl[C:16](Cl)([O:18]C(=O)OC(Cl)(Cl)Cl)Cl, predict the reaction product. The product is: [O:18]=[C:16]1[NH:1][C:2]2[C:9](=[CH:8][CH:7]=[C:4]([C:5]#[N:6])[CH:3]=2)[N:10]2[CH:14]=[CH:13][CH:12]=[C:11]12. (3) The product is: [NH2:8][CH:3]1[CH2:4][CH2:5][CH2:6][CH2:7][C:2]1([CH2:20][O:21][C:22]1[CH:27]=[CH:26][C:25]([CH:28]([CH3:30])[CH3:29])=[CH:24][CH:23]=1)[OH:1]. Given the reactants [OH:1][C:2]1([CH2:20][O:21][C:22]2[CH:27]=[CH:26][C:25]([CH:28]([CH3:30])[CH3:29])=[CH:24][CH:23]=2)[CH2:7][CH2:6][CH2:5][CH2:4][CH:3]1[NH:8]C(C1C=CC=CC=1C(O)=O)=O.O.NN, predict the reaction product.